Dataset: Catalyst prediction with 721,799 reactions and 888 catalyst types from USPTO. Task: Predict which catalyst facilitates the given reaction. (1) The catalyst class is: 9. Product: [Br:1][C:2]1[CH:7]=[CH:6][C:5]([CH2:8][CH2:9][NH:10][S:27]([C:25]2[CH:26]=[C:21]([CH:22]=[CH:23][C:24]=2[O:31][CH3:32])[C:18]([NH2:19])=[O:20])(=[O:29])=[O:28])=[CH:4][CH:3]=1. Reactant: [Br:1][C:2]1[CH:7]=[CH:6][C:5]([CH2:8][CH2:9][NH2:10])=[CH:4][CH:3]=1.C(N(CC)CC)C.[C:18]([C:21]1[CH:22]=[CH:23][C:24]([O:31][CH3:32])=[C:25]([S:27](N)(=[O:29])=[O:28])[CH:26]=1)(=[O:20])[NH2:19].O. (2) Reactant: [NH2:1][C:2]1[CH:7]=[C:6]([C:8]2[CH:9]=[C:10]([NH:14][C:15](=[O:32])[C@@H:16]([NH:24]C(=O)OC(C)(C)C)[CH2:17][C:18]3[CH:23]=[CH:22][CH:21]=[CH:20][CH:19]=3)[CH:11]=[CH:12][CH:13]=2)[CH:5]=[CH:4][N:3]=1.Cl.O1CCOCC1.[S:40]1[CH:44]=[C:43]([CH:45]=O)[N:42]=[CH:41]1.C(O)(=O)C.C(O[BH-](OC(=O)C)OC(=O)C)(=O)C.[Na+]. Product: [NH2:1][C:2]1[CH:7]=[C:6]([C:8]2[CH:9]=[C:10]([NH:14][C:15](=[O:32])[C@@H:16]([NH:24][CH2:45][C:43]3[N:42]=[CH:41][S:40][CH:44]=3)[CH2:17][C:18]3[CH:19]=[CH:20][CH:21]=[CH:22][CH:23]=3)[CH:11]=[CH:12][CH:13]=2)[CH:5]=[CH:4][N:3]=1. The catalyst class is: 1. (3) Reactant: [Br:1][C:2]1[C:7]([Br:8])=[C:6]([N+:9]([O-])=O)[CH:5]=[C:4]([F:12])[C:3]=1[CH2:13][C:14]#[N:15].O.O.[Sn](Cl)Cl.[Sn](Cl)(Cl)(Cl)Cl.CCCCCC.C(OCC)(=O)C. Product: [NH2:9][C:6]1[CH:5]=[C:4]([F:12])[C:3]([CH2:13][C:14]#[N:15])=[C:2]([Br:1])[C:7]=1[Br:8]. The catalyst class is: 8. (4) Reactant: [H-].[Na+].[CH3:3][O:4][C:5](=[O:14])[C:6]1[CH:11]=[CH:10][C:9]([OH:12])=[C:8]([Cl:13])[CH:7]=1.C1C=CC(N([S:22]([C:25]([F:28])([F:27])[F:26])(=[O:24])=[O:23])[S:22]([C:25]([F:28])([F:27])[F:26])(=[O:24])=[O:23])=CC=1.CN1CCCN(C)C1=O. Product: [CH3:3][O:4][C:5](=[O:14])[C:6]1[CH:11]=[CH:10][C:9]([O:12][S:22]([C:25]([F:28])([F:27])[F:26])(=[O:24])=[O:23])=[C:8]([Cl:13])[CH:7]=1. The catalyst class is: 116. (5) Reactant: FC(F)(F)C(O)=O.[NH2:8][CH2:9][CH2:10][N:11]1[C:20](=[O:21])[C:19]2[C:14](=[CH:15][CH:16]=[CH:17][CH:18]=2)[N:13]([CH2:22][C:23]([NH:25][C:26]2[CH:31]=[C:30]([Cl:32])[C:29]([O:33][CH3:34])=[CH:28][C:27]=2[O:35][CH3:36])=[O:24])[C:12]1=[O:37].[CH:38]1([C:42](Cl)=[O:43])[CH2:41][CH2:40][CH2:39]1.O.CCOC(C)=O. Product: [Cl:32][C:30]1[C:29]([O:33][CH3:34])=[CH:28][C:27]([O:35][CH3:36])=[C:26]([NH:25][C:23]([CH2:22][N:13]2[C:14]3[C:19](=[CH:18][CH:17]=[CH:16][CH:15]=3)[C:20](=[O:21])[N:11]([CH2:10][CH2:9][NH:8][C:42]([CH:38]3[CH2:41][CH2:40][CH2:39]3)=[O:43])[C:12]2=[O:37])=[O:24])[CH:31]=1. The catalyst class is: 531. (6) Reactant: [NH2:1][C:2]1[CH:9]=[CH:8][C:5]([C:6]#[N:7])=[CH:4][N:3]=1.[Cl:10]N1C(=O)CCC1=O. Product: [NH2:1][C:2]1[C:9]([Cl:10])=[CH:8][C:5]([C:6]#[N:7])=[CH:4][N:3]=1. The catalyst class is: 3. (7) Reactant: Br[C:2]1[CH:7]=[CH:6][C:5]([Cl:8])=[CH:4][CH:3]=1.C([Li])CCC.[CH3:14][O:15][C:16]1[CH:17]=[C:18]([CH:27]=[CH:28][CH:29]=1)[CH2:19][N:20]1[CH2:25][CH2:24][C:23](=[O:26])[CH2:22][CH2:21]1. Product: [Cl:8][C:5]1[CH:6]=[CH:7][C:2]([C:23]2([OH:26])[CH2:22][CH2:21][N:20]([CH2:19][C:18]3[CH:27]=[CH:28][CH:29]=[C:16]([O:15][CH3:14])[CH:17]=3)[CH2:25][CH2:24]2)=[CH:3][CH:4]=1. The catalyst class is: 7. (8) Reactant: [CH3:1][C:2]1[N:3]=[CH:4][CH:5]=[C:6]2[C:11]=1[C:10](=[O:12])[N:9]([CH3:13])[C:8]1[CH:14]=[C:15]([O:18][CH2:19][C@@H:20]([NH:25]C(=O)OC(C)(C)C)[CH2:21][CH:22]([CH3:24])[CH3:23])[CH:16]=[CH:17][C:7]2=1.Cl. Product: [NH2:25][C@@H:20]([CH2:21][CH:22]([CH3:24])[CH3:23])[CH2:19][O:18][C:15]1[CH:16]=[CH:17][C:7]2[C:6]3[C:11](=[C:2]([CH3:1])[N:3]=[CH:4][CH:5]=3)[C:10](=[O:12])[N:9]([CH3:13])[C:8]=2[CH:14]=1. The catalyst class is: 5. (9) Reactant: [NH2:1][CH2:2][CH2:3][N:4]([CH:9]1[CH:13]([O:14][Si](C(C)(C)C)(C)C)[CH2:12][N:11]([C:22](=[O:30])[C:23]2[CH:28]=[CH:27][C:26]([Cl:29])=[CH:25][CH:24]=2)[CH2:10]1)[C:5](=[O:8])[CH2:6]Cl.NCCN(C1C(C(=O)C2C=CC(Cl)=CC=2)(O)CNC1)C(=O)CCl.C([O-])([O-])=O.[K+].[K+].CCOC(C)=O. Product: [Cl:29][C:26]1[CH:27]=[CH:28][C:23]([C:22]([N:11]2[CH2:12][CH:13]([OH:14])[CH:9]([N:4]3[CH2:3][CH2:2][NH:1][CH2:6][C:5]3=[O:8])[CH2:10]2)=[O:30])=[CH:24][CH:25]=1. The catalyst class is: 3. (10) Reactant: C1(P(C2C=CC=CC=2)C2C=CC=CC=2)C=CC=CC=1.[Cl:20][C:21]1[CH:42]=[CH:41][CH:40]=[C:39]([Cl:43])[C:22]=1[C:23]([NH:25][C@H:26]([C:35]([O:37][CH3:38])=[O:36])[CH2:27][C:28]1[CH:33]=[CH:32][C:31]([OH:34])=[CH:30][CH:29]=1)=[O:24].O[C@H:45]1[CH2:49][CH2:48][N:47](C(OC(C)(C)C)=O)[CH2:46]1.N(C(OC(C)(C)C)=O)=NC(OC(C)(C)C)=O. Product: [Cl:20][C:21]1[CH:42]=[CH:41][CH:40]=[C:39]([Cl:43])[C:22]=1[C:23]([NH:25][C@H:26]([C:35]([O:37][CH3:38])=[O:36])[CH2:27][C:28]1[CH:29]=[CH:30][C:31]([O:34][C@@H:45]2[CH2:49][CH2:48][NH:47][CH2:46]2)=[CH:32][CH:33]=1)=[O:24]. The catalyst class is: 61.